This data is from NCI-60 drug combinations with 297,098 pairs across 59 cell lines. The task is: Regression. Given two drug SMILES strings and cell line genomic features, predict the synergy score measuring deviation from expected non-interaction effect. (1) Drug 1: C1=C(C(=O)NC(=O)N1)F. Drug 2: C1=CC(=CC=C1CC(C(=O)O)N)N(CCCl)CCCl.Cl. Cell line: SK-MEL-28. Synergy scores: CSS=35.5, Synergy_ZIP=5.88, Synergy_Bliss=9.87, Synergy_Loewe=6.52, Synergy_HSA=9.52. (2) Drug 1: CC1C(C(CC(O1)OC2CC(CC3=C2C(=C4C(=C3O)C(=O)C5=C(C4=O)C(=CC=C5)OC)O)(C(=O)C)O)N)O.Cl. Drug 2: C1=NC2=C(N=C(N=C2N1C3C(C(C(O3)CO)O)O)F)N. Cell line: KM12. Synergy scores: CSS=13.3, Synergy_ZIP=-3.55, Synergy_Bliss=-1.50, Synergy_Loewe=-14.2, Synergy_HSA=0.132.